This data is from Reaction yield outcomes from USPTO patents with 853,638 reactions. The task is: Predict the reaction yield, written as a fraction of the theoretical maximum amount of product (1.0 means a 100% yield; for example, 0.34 means a 34% yield). The reactants are [F:1][C:2]1[CH:3]=[C:4]([NH2:18])[CH:5]=[CH:6][C:7]=1[C:8]1[N:12]([CH3:13])[N:11]=[C:10]([C:14]([F:17])([F:16])[F:15])[CH:9]=1.[F:19][C:20]1[CH:28]=[CH:27][CH:26]=[C:25]([F:29])[C:21]=1[C:22](Cl)=[O:23].CCN(C(C)C)C(C)C.C([O-])(O)=O.[Na+].C(Cl)Cl. The catalyst is C(Cl)Cl. The product is [F:19][C:20]1[CH:28]=[CH:27][CH:26]=[C:25]([F:29])[C:21]=1[C:22]([NH:18][C:4]1[CH:5]=[CH:6][C:7]([C:8]2[N:12]([CH3:13])[N:11]=[C:10]([C:14]([F:16])([F:17])[F:15])[CH:9]=2)=[C:2]([F:1])[CH:3]=1)=[O:23]. The yield is 0.825.